From a dataset of Full USPTO retrosynthesis dataset with 1.9M reactions from patents (1976-2016). Predict the reactants needed to synthesize the given product. The reactants are: [CH3:1][C@@:2]12[C:8]([CH3:10])([CH3:9])[C@@H:5]([CH2:6][CH2:7]1)[CH:4]([C:11](Cl)=[O:12])[C:3]2=O.C(N(CC)CC)C.C(OC([N:29]([CH2:41][C:42]1[CH:47]=[CH:46][CH:45]=[CH:44][CH:43]=1)[NH:30][C:31]1[CH:40]=[CH:39][C:38]2[C:33](=[CH:34][CH:35]=[CH:36][CH:37]=2)[CH:32]=1)=O)(C)(C)C.Cl.O1CCOCC1. Given the product [CH2:41]([N:29]1[C:3]2[C@:2]3([CH3:1])[C:8]([CH3:10])([CH3:9])[C@@H:5]([CH2:6][CH2:7]3)[C:4]=2[C:11](=[O:12])[N:30]1[C:31]1[CH:40]=[CH:39][C:38]2[C:33](=[CH:34][CH:35]=[CH:36][CH:37]=2)[CH:32]=1)[C:42]1[CH:43]=[CH:44][CH:45]=[CH:46][CH:47]=1, predict the reactants needed to synthesize it.